This data is from Forward reaction prediction with 1.9M reactions from USPTO patents (1976-2016). The task is: Predict the product of the given reaction. (1) Given the reactants [C:1]([OH:20])(=O)[CH2:2][CH2:3][CH2:4][CH2:5][CH2:6][CH2:7][CH2:8][CH2:9][CH2:10][CH2:11][CH2:12][CH2:13][CH2:14][CH2:15][CH2:16][CH2:17][CH3:18].[OH:21][CH2:22][CH2:23][NH:24][CH2:25][CH2:26][NH2:27], predict the reaction product. The product is: [C:1]([NH:27][CH2:26][CH2:25][NH:24][CH2:23][CH2:22][OH:21])(=[O:20])[CH2:2][CH2:3][CH2:4][CH2:5][CH2:6][CH2:7][CH2:8][CH2:9][CH2:10][CH2:11][CH2:12][CH2:13][CH2:14][CH2:15][CH2:16][CH2:17][CH3:18]. (2) Given the reactants [CH3:1][CH:2]([C:4]1[CH:18]=[CH:17][C:7]([O:8][CH2:9][C:10]2[C:11]([NH2:16])=[N:12][CH:13]=[CH:14][CH:15]=2)=[CH:6][CH:5]=1)[CH3:3].C1COCC1.[H-].[Na+].Cl[CH2:27][CH2:28][S:29](Cl)(=[O:31])=[O:30], predict the reaction product. The product is: [CH3:3][CH:2]([C:4]1[CH:18]=[CH:17][C:7]([O:8][CH2:9][C:10]2[C:11]3=[N:16][S:29](=[O:31])(=[O:30])[CH2:28][CH2:27][N:12]3[CH:13]=[CH:14][CH:15]=2)=[CH:6][CH:5]=1)[CH3:1]. (3) Given the reactants Cl[CH2:2][CH2:3][CH2:4][C:5]([C:7]1[CH:12]=[CH:11][CH:10]=[CH:9][CH:8]=1)=[O:6].[N-:13]=[N+:14]=[N-:15].[Na+].O, predict the reaction product. The product is: [N:13]([CH2:2][CH2:3][CH2:4][C:5]([C:7]1[CH:12]=[CH:11][CH:10]=[CH:9][CH:8]=1)=[O:6])=[N+:14]=[N-:15]. (4) Given the reactants [Br:1][C:2]1[CH:3]=[C:4]([CH:20]=[CH:21][C:22]=1[CH3:23])[C:5]([NH:7][C:8]1[CH:13]=[CH:12][C:11]([CH:14]=O)=[C:10]([C:16]([F:19])([F:18])[F:17])[CH:9]=1)=[O:6].Cl.[CH3:25][NH:26][CH3:27], predict the reaction product. The product is: [Br:1][C:2]1[CH:3]=[C:4]([CH:20]=[CH:21][C:22]=1[CH3:23])[C:5]([NH:7][C:8]1[CH:13]=[CH:12][C:11]([CH2:14][N:26]([CH3:27])[CH3:25])=[C:10]([C:16]([F:19])([F:18])[F:17])[CH:9]=1)=[O:6]. (5) Given the reactants [H-].[Na+].[NH2:3][C:4]1[CH:9]=[CH:8][C:7]([CH3:10])=[CH:6][CH:5]=1.[Cl:11][C:12]1[CH:17]=[CH:16][CH:15]=[C:14](Cl)[C:13]=1[N+:19]([O-:21])=[O:20].Cl, predict the reaction product. The product is: [Cl:11][C:12]1[C:13]([N+:19]([O-:21])=[O:20])=[C:14]([CH:15]=[CH:16][CH:17]=1)[NH:3][C:4]1[CH:9]=[CH:8][C:7]([CH3:10])=[CH:6][CH:5]=1.